This data is from Peptide-MHC class II binding affinity with 134,281 pairs from IEDB. The task is: Regression. Given a peptide amino acid sequence and an MHC pseudo amino acid sequence, predict their binding affinity value. This is MHC class II binding data. (1) The peptide sequence is PATLIKAIDGDTVKLMYKGQ. The MHC is DRB1_0301 with pseudo-sequence DRB1_0301. The binding affinity (normalized) is 0.541. (2) The peptide sequence is WLWYIKIFIMIVGGLIG. The MHC is H-2-IAd with pseudo-sequence H-2-IAd. The binding affinity (normalized) is 0.163. (3) The peptide sequence is ENPVVHFFKNIVTPR. The MHC is DRB1_1501 with pseudo-sequence DRB1_1501. The binding affinity (normalized) is 0.878.